Dataset: Forward reaction prediction with 1.9M reactions from USPTO patents (1976-2016). Task: Predict the product of the given reaction. (1) Given the reactants C(O[C:4](=[N:6][C:7](=O)[C:8]1[CH:13]=[CH:12][C:11]([Br:14])=[CH:10][CH:9]=1)[CH3:5])C.Cl.[NH:17]([C:19]1[CH:24]=[CH:23][C:22]([S:25]([NH2:28])(=[O:27])=[O:26])=[CH:21][CH:20]=1)[NH2:18].C(N(CC)CC)C.O, predict the reaction product. The product is: [Br:14][C:11]1[CH:10]=[CH:9][C:8]([C:7]2[N:17]([C:19]3[CH:20]=[CH:21][C:22]([S:25]([NH2:28])(=[O:27])=[O:26])=[CH:23][CH:24]=3)[N:18]=[C:4]([CH3:5])[N:6]=2)=[CH:13][CH:12]=1. (2) Given the reactants [C:1]([C:5]1[CH:40]=[CH:39][C:8]([CH2:9][N:10]([CH2:31][C:32]2[CH:37]=[CH:36][C:35]([Cl:38])=[CH:34][CH:33]=2)[C:11](=[O:30])[CH2:12][O:13][C:14]2[CH:19]=[CH:18][C:17]([CH2:20][C@H:21]([O:27][CH2:28][CH3:29])[C:22]([O:24]CC)=[O:23])=[CH:16][CH:15]=2)=[CH:7][CH:6]=1)([CH3:4])([CH3:3])[CH3:2].[Li+].[OH-].Cl, predict the reaction product. The product is: [C:1]([C:5]1[CH:6]=[CH:7][C:8]([CH2:9][N:10]([CH2:31][C:32]2[CH:37]=[CH:36][C:35]([Cl:38])=[CH:34][CH:33]=2)[C:11](=[O:30])[CH2:12][O:13][C:14]2[CH:19]=[CH:18][C:17]([CH2:20][C@H:21]([O:27][CH2:28][CH3:29])[C:22]([OH:24])=[O:23])=[CH:16][CH:15]=2)=[CH:39][CH:40]=1)([CH3:2])([CH3:3])[CH3:4]. (3) Given the reactants [CH3:1][S:2][C:3]1[N:8]=[C:7]([CH2:9][CH:10]=O)[C:6]([C:12](OCC)=[O:13])=[C:5]([NH:17][C:18]2[CH:23]=[CH:22][CH:21]=[C:20]([C:24]3[N:29]=[CH:28][CH:27]=[CH:26][N:25]=3)[CH:19]=2)[N:4]=1.[CH2:30]([NH2:39])[C:31]1[CH:38]=[CH:37][C:34]([O:35][CH3:36])=[CH:33][CH:32]=1.CC(O)=O.[BH-](OC(C)=O)(OC(C)=O)OC(C)=O.[Na+], predict the reaction product. The product is: [CH3:36][O:35][C:34]1[CH:37]=[CH:38][C:31]([CH2:30][N:39]2[CH2:10][CH2:9][C:7]3[N:8]=[C:3]([S:2][CH3:1])[N:4]=[C:5]([NH:17][C:18]4[CH:23]=[CH:22][CH:21]=[C:20]([C:24]5[N:29]=[CH:28][CH:27]=[CH:26][N:25]=5)[CH:19]=4)[C:6]=3[C:12]2=[O:13])=[CH:32][CH:33]=1. (4) Given the reactants Cl.[NH:2]1[CH2:7][CH2:6][C:5]2([O:12][C:11](=[O:13])[NH:10][C:9]3[CH:14]=[CH:15][CH:16]=[CH:17][C:8]2=3)[CH2:4][CH2:3]1.Cl[C:19]1[N:24]=[CH:23][N:22]=[C:21]([C:25]([C:27]2[CH:36]=[C:35]([CH3:37])[C:30]3[NH:31][C:32](=[O:34])[O:33][C:29]=3[CH:28]=2)=[O:26])[CH:20]=1.[CH3:38]CN(C(C)C)C(C)C, predict the reaction product. The product is: [CH3:38][N:31]1[C:30]2[C:35]([CH3:37])=[CH:36][C:27]([C:25]([C:21]3[N:22]=[CH:23][N:24]=[C:19]([N:2]4[CH2:3][CH2:4][C:5]5([O:12][C:11](=[O:13])[NH:10][C:9]6[CH:14]=[CH:15][CH:16]=[CH:17][C:8]5=6)[CH2:6][CH2:7]4)[CH:20]=3)=[O:26])=[CH:28][C:29]=2[O:33][C:32]1=[O:34].